The task is: Predict the reactants needed to synthesize the given product.. This data is from Full USPTO retrosynthesis dataset with 1.9M reactions from patents (1976-2016). (1) Given the product [CH:1]([C:4]1[CH:9]=[CH:8][C:7]([C:10]2[C:14]3[C:15]([CH3:32])=[C:16]([N:21]4[CH2:22][C:23]5[C:28](=[CH:27][CH:26]=[CH:25][CH:24]=5)[CH2:29]4)[C:17]([CH3:20])=[C:18]([CH3:19])[C:13]=3[O:12][C:11]=2[CH3:33])=[CH:6][CH:5]=1)([CH3:3])[CH3:2], predict the reactants needed to synthesize it. The reactants are: [CH:1]([C:4]1[CH:9]=[CH:8][C:7]([C:10]2[C:14]3[C:15]([CH3:32])=[C:16]([N:21]4[C:29](=O)[C:28]5[C:23](=[CH:24][CH:25]=[CH:26][CH:27]=5)[C:22]4=O)[C:17]([CH3:20])=[C:18]([CH3:19])[C:13]=3[O:12][C:11]=2[CH3:33])=[CH:6][CH:5]=1)([CH3:3])[CH3:2]. (2) Given the product [Br:1][C:2]1[C:10]2[N:9]=[C:8]([CH2:11][F:12])[N:7]([CH2:13][C:14]3[CH:19]=[CH:18][CH:17]=[C:16]([Cl:20])[C:15]=3[CH3:21])[C:6]=2[CH:5]=[C:4]([N:22]2[CH2:30][CH2:29][O:28][CH2:27][CH2:26]2)[CH:3]=1, predict the reactants needed to synthesize it. The reactants are: [Br:1][C:2]1[C:10]2[N:9]=[C:8]([CH2:11][F:12])[N:7]([CH2:13][C:14]3[CH:19]=[CH:18][CH:17]=[C:16]([Cl:20])[C:15]=3[CH3:21])[C:6]=2[CH:5]=[C:4]([NH2:22])[CH:3]=1.[OH-].[Na+].Br[CH2:26][CH2:27][O:28][CH2:29][CH2:30]Br. (3) Given the product [CH3:11][O:10][C:8](=[O:9])[C:7]1[CH:6]=[C:5]([NH:29][C:20]2[CH:21]=[CH:22][C:23]([Si:25]([CH3:27])([CH3:26])[CH3:28])=[CH:24][C:19]=2[F:18])[C:4]([C:3]([O:2][CH3:1])=[O:17])=[CH:13][C:12]=1[C:14]#[N:15], predict the reactants needed to synthesize it. The reactants are: [CH3:1][O:2][C:3](=[O:17])[C:4]1[CH:13]=[C:12]([C:14]#[N:15])[C:7]([C:8]([O:10][CH3:11])=[O:9])=[CH:6][C:5]=1Br.[F:18][C:19]1[CH:24]=[C:23]([Si:25]([CH3:28])([CH3:27])[CH3:26])[CH:22]=[CH:21][C:20]=1[NH2:29].P([O-])([O-])([O-])=O.[K+].[K+].[K+]. (4) The reactants are: [C:1]([O:9][CH2:10][CH3:11])(=[O:8])[CH2:2][CH2:3][CH2:4][CH2:5][CH:6]=[CH2:7].B1C2CCCC1CCC2.P([O-])([O-])([O-])=O.[K+].[K+].[K+].Br[C:30]1[CH:31]=[C:32]([C:36]([C:45]2[CH:50]=[C:49]([C:51]([F:54])([F:53])[F:52])[CH:48]=[C:47]([F:55])[CH:46]=2)([NH2:44])[CH2:37][C:38]2[CH:43]=[CH:42][CH:41]=[CH:40][CH:39]=2)[CH:33]=[CH:34][CH:35]=1. Given the product [NH2:44][C:36]([C:32]1[CH:33]=[C:34]([CH2:7][CH2:6][CH2:5][CH2:4][CH2:3][CH2:2][C:1]([O:9][CH2:10][CH3:11])=[O:8])[CH:35]=[CH:30][CH:31]=1)([C:45]1[CH:50]=[C:49]([C:51]([F:52])([F:53])[F:54])[CH:48]=[C:47]([F:55])[CH:46]=1)[CH2:37][C:38]1[CH:39]=[CH:40][CH:41]=[CH:42][CH:43]=1, predict the reactants needed to synthesize it. (5) Given the product [CH:11]([N:10]([P:8]([Cl:18])[Cl:9])[CH:14]([CH3:16])[CH3:15])([CH3:13])[CH3:12], predict the reactants needed to synthesize it. The reactants are: C(N([P:8]([N:10]([CH:14]([CH3:16])[CH3:15])[CH:11]([CH3:13])[CH3:12])[Cl:9])C(C)C)(C)C.P(Cl)(Cl)[Cl:18]. (6) Given the product [Cl:1][C:2]1[CH:3]=[CH:4][C:5]([NH:8][C:9](=[O:24])[C:10]2[CH:15]=[CH:14][CH:13]=[CH:12][C:11]=2[NH:16][CH2:17][CH:18]2[CH2:19][CH2:20][N:21]([CH:25]([C:28]3[CH:33]=[CH:32][N:31]=[CH:30][CH:29]=3)[CH3:26])[CH2:22][CH2:23]2)=[N:6][CH:7]=1, predict the reactants needed to synthesize it. The reactants are: [Cl:1][C:2]1[CH:3]=[CH:4][C:5]([NH:8][C:9](=[O:24])[C:10]2[CH:15]=[CH:14][CH:13]=[CH:12][C:11]=2[NH:16][CH2:17][CH:18]2[CH2:23][CH2:22][NH:21][CH2:20][CH2:19]2)=[N:6][CH:7]=1.[C:25]([C:28]1[CH:33]=[CH:32][N:31]=[CH:30][CH:29]=1)(=O)[CH3:26].C([BH3-])#N.[Na+].CO.C(O)(=O)C.